Task: Predict the reactants needed to synthesize the given product.. Dataset: Full USPTO retrosynthesis dataset with 1.9M reactions from patents (1976-2016) (1) Given the product [CH3:3][CH:2]([C:4]1[NH:26][C:7]2=[N:8][CH:9]=[CH:10][C:11]([C:12]3[CH:13]=[CH:14][C:15]([S:18]([N:21]4[CH2:25][CH2:24][CH2:23][CH2:22]4)(=[O:20])=[O:19])=[CH:16][CH:17]=3)=[C:6]2[CH:5]=1)[CH3:1], predict the reactants needed to synthesize it. The reactants are: [CH3:1][CH:2]([C:4]1[N:26](S(C2C=CC=CC=2)(=O)=O)[C:7]2=[N:8][CH:9]=[CH:10][C:11]([C:12]3[CH:17]=[CH:16][C:15]([S:18]([N:21]4[CH2:25][CH2:24][CH2:23][CH2:22]4)(=[O:20])=[O:19])=[CH:14][CH:13]=3)=[C:6]2[CH:5]=1)[CH3:3].[OH-].[K+].[OH-].[Na+]. (2) The reactants are: Cl[C:2](=[O:11])[CH2:3][CH2:4][CH2:5][CH2:6][C:7]([O:9][CH3:10])=[O:8].[NH3:12]. Given the product [NH2:12][C:2](=[O:11])[CH2:3][CH2:4][CH2:5][CH2:6][C:7]([O:9][CH3:10])=[O:8], predict the reactants needed to synthesize it. (3) Given the product [Br:1][C:2]1[CH:20]=[CH:19][C:5]([C:6](=[O:7])[CH2:8][C:16](=[O:18])[CH3:17])=[C:4]([N+:21]([O-:23])=[O:22])[CH:3]=1, predict the reactants needed to synthesize it. The reactants are: [Br:1][C:2]1[CH:20]=[CH:19][C:5]([C:6]([CH:8]([C:16](=[O:18])[CH3:17])C(OC(C)(C)C)=O)=[O:7])=[C:4]([N+:21]([O-:23])=[O:22])[CH:3]=1.FC(F)(F)C(O)=O. (4) Given the product [CH3:1][C:2]1[N:3]=[C:4]2[C:13]3[NH:12][C@H:11]([C:14]4[CH:19]=[CH:18][CH:17]=[CH:16][CH:15]=4)[C@@H:10]([OH:20])[C@H:9]([O:21][CH2:29][CH3:30])[C:8]=3[CH:7]=[CH:6][N:5]2[C:22]=1[CH3:23], predict the reactants needed to synthesize it. The reactants are: [CH3:1][C:2]1[N:3]=[C:4]2[C:13]3[NH:12][C@H:11]([C:14]4[CH:19]=[CH:18][CH:17]=[CH:16][CH:15]=4)[C@@H:10]([OH:20])[C@H:9]([OH:21])[C:8]=3[CH:7]=[CH:6][N:5]2[C:22]=1[CH3:23].S(=O)(=O)(O)O.[CH2:29](O)[CH3:30]. (5) Given the product [ClH:52].[CH2:15]([C:17]1[C:25]2[C:20](=[CH:21][CH:22]=[CH:23][CH:24]=2)[N:19]([C:26]2[N:30]=[C:29]([CH:31]3[CH2:32][CH2:33][N:34]([CH2:37][CH2:38][CH:39]4[CH2:40][CH2:41][N:42]([C:53]([O:55][CH3:56])=[O:54])[CH2:43][CH2:44]4)[CH2:35][CH2:36]3)[O:28][N:27]=2)[N:18]=1)[CH3:16], predict the reactants needed to synthesize it. The reactants are: FC(F)(F)C(O)=O.FC(F)(F)C(O)=O.[CH2:15]([C:17]1[C:25]2[C:20](=[CH:21][CH:22]=[CH:23][CH:24]=2)[N:19]([C:26]2[N:30]=[C:29]([CH:31]3[CH2:36][CH2:35][N:34]([CH2:37][CH2:38][CH:39]4[CH2:44][CH2:43][NH:42][CH2:41][CH2:40]4)[CH2:33][CH2:32]3)[O:28][N:27]=2)[N:18]=1)[CH3:16].C(N(CC)CC)C.[Cl:52][C:53]([O:55][CH3:56])=[O:54].O. (6) Given the product [CH:1]([C:4]1[O:8][N:7]=[C:6]([C@H:9]2[CH2:10][CH2:11][C@H:12]([C:15]([NH:18][CH2:19][CH2:20][NH:21][C:22](=[O:28])[O:23][C:24]([CH3:26])([CH3:25])[CH3:27])=[O:17])[CH2:13][CH2:14]2)[N:5]=1)([CH3:2])[CH3:3], predict the reactants needed to synthesize it. The reactants are: [CH:1]([C:4]1[O:8][N:7]=[C:6]([C@H:9]2[CH2:14][CH2:13][C@H:12]([C:15]([OH:17])=O)[CH2:11][CH2:10]2)[N:5]=1)([CH3:3])[CH3:2].[NH2:18][CH2:19][CH2:20][NH:21][C:22](=[O:28])[O:23][C:24]([CH3:27])([CH3:26])[CH3:25].CCN=C=NCCCN(C)C.Cl.C1C=CC2N(O)N=NC=2C=1.O.C(N(CC)CC)C. (7) Given the product [O:17]=[C:1]([CH2:2][CH2:3][CH3:4])[CH2:5][C:6]([O:7][CH2:8][CH3:12])=[O:14], predict the reactants needed to synthesize it. The reactants are: [CH2:1]([CH:5]1C(=O)O[C:8](C)([CH3:12])[O:7][C:6]1=[O:14])[CH2:2][CH2:3][CH3:4].C([OH:17])C. (8) The reactants are: C[O:2][C:3](=O)[CH3:4].[CH:6]12[CH2:12]C([CH2:10][CH2:11]1)[CH:8]=[CH:7]2.C[O-].[Na+]. Given the product [C:4]12([CH2:3][OH:2])[CH2:12][CH:6]([CH2:11][CH2:10]1)[CH:7]=[CH:8]2, predict the reactants needed to synthesize it.